This data is from Catalyst prediction with 721,799 reactions and 888 catalyst types from USPTO. The task is: Predict which catalyst facilitates the given reaction. (1) Reactant: [CH3:1][O:2][C:3]1[CH:4]=[C:5]2[C:10](=[CH:11][C:12]=1[O:13][CH3:14])[N:9]=[CH:8][CH:7]=[C:6]2[O:15][C:16]1[CH:22]=[CH:21][C:19]([NH2:20])=[CH:18][CH:17]=1.C(N(CC)CC)C.ClC(Cl)(O[C:34](=[O:40])OC(Cl)(Cl)Cl)Cl.[CH3:42][C:43]1[N:44]=[C:45]([CH:49]([NH2:51])[CH3:50])[S:46][C:47]=1[CH3:48]. Product: [CH3:1][O:2][C:3]1[CH:4]=[C:5]2[C:10](=[CH:11][C:12]=1[O:13][CH3:14])[N:9]=[CH:8][CH:7]=[C:6]2[O:15][C:16]1[CH:22]=[CH:21][C:19]([NH:20][C:34]([NH:51][CH:49]([C:45]2[S:46][C:47]([CH3:48])=[C:43]([CH3:42])[N:44]=2)[CH3:50])=[O:40])=[CH:18][CH:17]=1. The catalyst class is: 22. (2) Reactant: [Br:1][C:2]1[CH:3]=[CH:4][C:5]([O:11][CH3:12])=[C:6]([S:8]([O-:10])=[O:9])[CH:7]=1.[Na+].I[CH3:15]. Product: [Br:1][C:2]1[CH:3]=[CH:4][C:5]([O:11][CH3:12])=[C:6]([S:8]([CH3:15])(=[O:10])=[O:9])[CH:7]=1. The catalyst class is: 3. (3) Reactant: [CH2:1]([S:3](Cl)(=[O:5])=[O:4])[CH3:2].[F:7][C:8]1[CH:14]=[CH:13][C:11]([NH2:12])=[CH:10][C:9]=1[N+:15]([O-:17])=[O:16].N1C=CC=CC=1. Product: [F:7][C:8]1[CH:14]=[CH:13][C:11]([NH:12][S:3]([CH2:1][CH3:2])(=[O:5])=[O:4])=[CH:10][C:9]=1[N+:15]([O-:17])=[O:16]. The catalyst class is: 25. (4) Reactant: [N:1]([CH2:4][C@H:5]1[CH2:9][CH2:8][C:7](=[O:10])[N:6]1[CH2:11][CH2:12][CH2:13][NH:14][C:15](=[O:21])[O:16][C:17]([CH3:20])([CH3:19])[CH3:18])=[N+]=[N-]. Product: [NH2:1][CH2:4][C@H:5]1[CH2:9][CH2:8][C:7](=[O:10])[N:6]1[CH2:11][CH2:12][CH2:13][NH:14][C:15](=[O:21])[O:16][C:17]([CH3:19])([CH3:18])[CH3:20]. The catalyst class is: 19.